From a dataset of Reaction yield outcomes from USPTO patents with 853,638 reactions. Predict the reaction yield, written as a fraction of the theoretical maximum amount of product (1.0 means a 100% yield; for example, 0.34 means a 34% yield). The reactants are Cl.[Cl:2][C:3]1[N:4]=[C:5]2[N:9]([C:10]=1[S:11]([N:14]1[C:22]3[C:17](=[CH:18][CH:19]=[CH:20][CH:21]=3)[C:16]([CH2:23][CH2:24][NH2:25])=[CH:15]1)(=[O:13])=[O:12])[CH:8]=[CH:7][S:6]2.C(N(CC)CC)C.[C:33](OC(=O)C)(=[O:35])[CH3:34].C([O-])(O)=O.[Na+]. The catalyst is ClCCl.CN(C)C1C=CN=CC=1. The product is [Cl:2][C:3]1[N:4]=[C:5]2[N:9]([C:10]=1[S:11]([N:14]1[C:22]3[C:17](=[CH:18][CH:19]=[CH:20][CH:21]=3)[C:16]([CH2:23][CH2:24][NH:25][C:33](=[O:35])[CH3:34])=[CH:15]1)(=[O:12])=[O:13])[CH:8]=[CH:7][S:6]2. The yield is 0.920.